Dataset: Reaction yield outcomes from USPTO patents with 853,638 reactions. Task: Predict the reaction yield, written as a fraction of the theoretical maximum amount of product (1.0 means a 100% yield; for example, 0.34 means a 34% yield). (1) The reactants are [OH:1][C:2]1[CH:9]=[CH:8][C:5]([CH:6]=[O:7])=[CH:4][C:3]=1[O:10][CH3:11].C(=O)([O-])[O-].[Li+].[Li+].F[C:19]1[CH:26]=[CH:25][C:22]([C:23]#[N:24])=[CH:21][CH:20]=1.O. The catalyst is CS(C)=O. The product is [CH:6]([C:5]1[CH:8]=[CH:9][C:2]([O:1][C:19]2[CH:26]=[CH:25][C:22]([C:23]#[N:24])=[CH:21][CH:20]=2)=[C:3]([O:10][CH3:11])[CH:4]=1)=[O:7]. The yield is 0.0900. (2) The reactants are Br[CH2:2][CH2:3][CH2:4][CH:5]=[CH2:6].[CH:7]1([NH2:10])[CH2:9][CH2:8]1. The catalyst is CO. The product is [CH2:2]([NH:10][CH:7]1[CH2:9][CH2:8]1)[CH2:3][CH2:4][CH:5]=[CH2:6]. The yield is 0.600. (3) The reactants are [F:1][C:2]1[C:7]([C:8]2[NH:12][CH:11]=[C:10]([CH:13]=[O:14])[CH:9]=2)=[CH:6][CH:5]=[CH:4][N:3]=1.[Cl:15]N1C(=O)CCC1=O.O. The catalyst is CN(C)C=O. The product is [Cl:15][C:9]1[C:10]([CH:13]=[O:14])=[CH:11][NH:12][C:8]=1[C:7]1[C:2]([F:1])=[N:3][CH:4]=[CH:5][CH:6]=1. The yield is 0.440. (4) The reactants are [I:1][C:2]1[CH:3]=[C:4]([OH:8])[CH:5]=[CH:6][CH:7]=1.[O:9]1[CH:14]=[CH:13][CH2:12][CH2:11][CH2:10]1. The catalyst is C(Cl)Cl.CC1C=CC(S([O-])(=O)=O)=CC=1.C1C=C[NH+]=CC=1. The product is [I:1][C:2]1[CH:3]=[C:4]([CH:5]=[CH:6][CH:7]=1)[O:8][CH:10]1[CH2:11][CH2:12][CH2:13][CH2:14][O:9]1. The yield is 0.920. (5) The reactants are C(OC([NH:8][C@H:9]([CH2:31][C:32]1[CH:37]=[CH:36][C:35]([Cl:38])=[CH:34][CH:33]=1)[C:10]([N:12]1[CH2:17][CH2:16][N:15]([C:18]2[C:23]([C:24]([O:26][CH3:27])=[O:25])=[CH:22][N:21]=[C:20]3[NH:28][CH:29]=[CH:30][C:19]=23)[CH2:14][CH2:13]1)=[O:11])=O)(C)(C)C.C(O)(C(F)(F)F)=O. The catalyst is C(Cl)Cl. The product is [NH2:8][C@H:9]([CH2:31][C:32]1[CH:33]=[CH:34][C:35]([Cl:38])=[CH:36][CH:37]=1)[C:10]([N:12]1[CH2:13][CH2:14][N:15]([C:18]2[C:23]([C:24]([O:26][CH3:27])=[O:25])=[CH:22][N:21]=[C:20]3[NH:28][CH:29]=[CH:30][C:19]=23)[CH2:16][CH2:17]1)=[O:11]. The yield is 0.740. (6) The reactants are [CH3:1][C@@H:2]1[N:6]([C:7]([O:9][C:10]([CH3:13])([CH3:12])[CH3:11])=[O:8])[C@H:5]([C:14]([O:16][CH2:17][C:18]([C:20]2[CH:21]=[CH:22][C:23]3[C:32]4[CH:31]=[C:30]5[CH2:33][CH2:34][CH:35](Br)[C:36](=[O:37])[C:29]5=[CH:28][C:27]=4[O:26][CH2:25][C:24]=3[CH:39]=2)=[O:19])=[O:15])[CH2:4][CH2:3]1.[C:40]([O:44][C:45]([N:47]1[C@@H:51]([CH3:52])[CH2:50][CH2:49][C@H:48]1[C:53]([OH:55])=[O:54])=[O:46])([CH3:43])([CH3:42])[CH3:41].C([O-])([O-])=O.[Cs+].[Cs+]. The catalyst is CC(C)=O.C(Cl)Cl. The product is [CH3:1][C@@H:2]1[N:6]([C:7]([O:9][C:10]([CH3:13])([CH3:12])[CH3:11])=[O:8])[C@H:5]([C:14]([O:16][CH2:17][C:18]([C:20]2[CH:21]=[CH:22][C:23]3[C:32]4[CH:31]=[C:30]5[CH2:33][CH2:34][CH:35]([O:55][C:53]([C@@H:48]6[CH2:49][CH2:50][C@H:51]([CH3:52])[N:47]6[C:45]([O:44][C:40]([CH3:41])([CH3:43])[CH3:42])=[O:46])=[O:54])[C:36](=[O:37])[C:29]5=[CH:28][C:27]=4[O:26][CH2:25][C:24]=3[CH:39]=2)=[O:19])=[O:15])[CH2:4][CH2:3]1. The yield is 0.530. (7) The reactants are [Br:1][C:2]1[CH:10]=[C:9]([CH3:11])[C:8]2[NH:7][C:6]3[CH2:12][CH:13]4[NH:17][CH:16]([C:5]=3[C:4]=2[C:3]=1[C:18]([O:20][C:21]([CH3:24])([CH3:23])[CH3:22])=[O:19])[CH2:15][CH2:14]4.[H-].[Na+].I[CH3:28]. The catalyst is CN(C=O)C.C(OCC)(=O)C. The product is [Br:1][C:2]1[CH:10]=[C:9]([CH3:11])[C:8]2[N:7]([CH3:28])[C:6]3[CH2:12][CH:13]4[NH:17][CH:16]([C:5]=3[C:4]=2[C:3]=1[C:18]([O:20][C:21]([CH3:24])([CH3:23])[CH3:22])=[O:19])[CH2:15][CH2:14]4. The yield is 0.800. (8) The reactants are [Cl:1][C:2]1[CH:10]=[C:9]2[C:5]([CH:6]=[CH:7][NH:8]2)=[CH:4][CH:3]=1.[F:11][C:12]([F:23])([F:22])[C:13](O[C:13](=[O:14])[C:12]([F:23])([F:22])[F:11])=[O:14].O. The catalyst is O1CCCC1. The product is [Cl:1][C:2]1[CH:10]=[C:9]2[C:5]([C:6]([C:13](=[O:14])[C:12]([F:23])([F:22])[F:11])=[CH:7][NH:8]2)=[CH:4][CH:3]=1. The yield is 0.930.